From a dataset of Reaction yield outcomes from USPTO patents with 853,638 reactions. Predict the reaction yield, written as a fraction of the theoretical maximum amount of product (1.0 means a 100% yield; for example, 0.34 means a 34% yield). (1) The product is [C:25]([O:28][CH2:11][S:8][C:7]1[C:2]([F:1])=[CH:3][C:4]([C:13]2[C:14]([C:19]3[CH:24]=[CH:23][CH:22]=[CH:21][CH:20]=3)=[N:15][O:16][C:17]=2[CH3:18])=[CH:5][C:6]=1[F:12])(=[O:27])[CH3:26]. The catalyst is C(OC(=O)C)(=O)C. The yield is 0.820. The reactants are [F:1][C:2]1[CH:3]=[C:4]([C:13]2[C:14]([C:19]3[CH:24]=[CH:23][CH:22]=[CH:21][CH:20]=3)=[N:15][O:16][C:17]=2[CH3:18])[CH:5]=[C:6]([F:12])[C:7]=1[S:8]([CH3:11])(=O)=O.[C:25]([O-:28])(=[O:27])[CH3:26].[Na+]. (2) The reactants are [F:1][C:2]1[C:3]([CH2:24][N:25](C)[C:26](=O)OC(C)(C)C)=[CH:4][N:5]([S:14]([C:17]2[CH:22]=[C:21]([CH3:23])[CH:20]=[CH:19][N:18]=2)(=[O:16])=[O:15])[C:6]=1[C:7]1[C:8]([F:13])=[N:9][CH:10]=[CH:11][CH:12]=1.C(OCC)(=O)C.[ClH:40]. The catalyst is C(OCC)(=O)C.CC(O)C. The product is [ClH:40].[F:1][C:2]1[C:3]([CH2:24][NH:25][CH3:26])=[CH:4][N:5]([S:14]([C:17]2[CH:22]=[C:21]([CH3:23])[CH:20]=[CH:19][N:18]=2)(=[O:16])=[O:15])[C:6]=1[C:7]1[C:8]([F:13])=[N:9][CH:10]=[CH:11][CH:12]=1. The yield is 0.660. (3) The reactants are [Cl:1][C:2]1[CH:7]=[CH:6][C:5]([N:8]2[CH:12](O)[CH2:11][CH:10]([C:14]3[CH:19]=[CH:18][C:17]([Cl:20])=[C:16]([Cl:21])[CH:15]=3)[C:9]2=[O:22])=[CH:4][C:3]=1[O:23][CH2:24][CH2:25][N:26]1[CH2:31][CH2:30][CH2:29][CH2:28][CH2:27]1. The catalyst is C(O)(C(F)(F)F)=O. The product is [Cl:1][C:2]1[CH:7]=[CH:6][C:5]([N:8]2[CH2:12][CH:11]=[C:10]([C:14]3[CH:19]=[CH:18][C:17]([Cl:20])=[C:16]([Cl:21])[CH:15]=3)[C:9]2=[O:22])=[CH:4][C:3]=1[O:23][CH2:24][CH2:25][N:26]1[CH2:27][CH2:28][CH2:29][CH2:30][CH2:31]1. The yield is 0.600. (4) The reactants are [CH3:1][O:2][C:3]1[CH:8]=[CH:7][C:6]([CH2:9][C:10]([OH:12])=O)=[CH:5][CH:4]=1.[CH3:13][O:14][C:15]1[CH:16]=[C:17]([CH:21]=[CH:22][C:23]=1[O:24][CH3:25])[CH2:18][CH2:19][NH2:20].CCOCC. The catalyst is C(Cl)(Cl)Cl. The product is [CH3:13][O:14][C:15]1[CH:16]=[C:17]([CH:21]=[CH:22][C:23]=1[O:24][CH3:25])[CH2:18][CH2:19][NH:20][C:10](=[O:12])[CH2:9][C:6]1[CH:5]=[CH:4][C:3]([O:2][CH3:1])=[CH:8][CH:7]=1. The yield is 0.970. (5) The reactants are [CH3:1][O:2][C:3]1[CH:12]=[C:7]([C:8]([O:10][CH3:11])=[O:9])[C:6]([OH:13])=[CH:5][CH:4]=1.F[C:15]1[CH:20]=[CH:19][CH:18]=[CH:17][C:16]=1[N+:21]([O-:23])=[O:22].[CH3:24][O:25][C:26]1[CH:39]=[CH:38][C:29]([O:30][C:31]2[CH:37]=[CH:36][CH:35]=[CH:34][C:32]=2[NH2:33])=[C:28]([C:40]([O:42][CH3:43])=[O:41])[CH:27]=1.[NH2:44][C:45]1[S:46][CH:47]=[CH:48][N:49]=1. No catalyst specified. The product is [CH3:1][O:2][C:3]1[CH:4]=[CH:5][C:6]([O:13][C:15]2[CH:20]=[CH:19][CH:18]=[CH:17][C:16]=2[N+:21]([O-:23])=[O:22])=[C:7]([C:8]([O:10][CH3:11])=[O:9])[CH:12]=1.[CH3:24][O:25][C:26]1[CH:39]=[CH:38][C:29]([O:30][C:31]2[CH:37]=[CH:36][CH:35]=[CH:34][C:32]=2[NH:33][C:6]([NH:44][C:45]2[S:46][CH:47]=[CH:48][N:49]=2)=[O:13])=[C:28]([C:40]([O:42][CH3:43])=[O:41])[CH:27]=1. The yield is 0.520.